This data is from Peptide-MHC class II binding affinity with 134,281 pairs from IEDB. The task is: Regression. Given a peptide amino acid sequence and an MHC pseudo amino acid sequence, predict their binding affinity value. This is MHC class II binding data. The peptide sequence is AAESSSKAALTSKLD. The MHC is HLA-DQA10501-DQB10301 with pseudo-sequence HLA-DQA10501-DQB10301. The binding affinity (normalized) is 0.758.